This data is from Full USPTO retrosynthesis dataset with 1.9M reactions from patents (1976-2016). The task is: Predict the reactants needed to synthesize the given product. (1) The reactants are: [Cl:1][C:2]1[CH:29]=[N:28][C:5]2=[N:6][C:7]([N:12]3[CH2:20][CH:19]4[CH:14]([N:15]([C:21]([O:23][C:24]([CH3:27])([CH3:26])[CH3:25])=[O:22])[CH2:16][CH2:17][CH2:18]4)[CH2:13]3)=[C:8]([NH:10][NH2:11])[N:9]=[C:4]2[CH:3]=1.[CH:30](OC)(OC)OC. Given the product [Cl:1][C:2]1[CH:29]=[N:28][C:5]2[N:6]=[C:7]([N:12]3[CH2:20][CH:19]4[CH:14]([N:15]([C:21]([O:23][C:24]([CH3:25])([CH3:26])[CH3:27])=[O:22])[CH2:16][CH2:17][CH2:18]4)[CH2:13]3)[C:8]3[N:9]([CH:30]=[N:11][N:10]=3)[C:4]=2[CH:3]=1, predict the reactants needed to synthesize it. (2) Given the product [C:21]([O:25][C:26]([NH:28][C@H:29]([C:31]([N:17]1[CH2:18][CH2:19][CH2:20][N:14]([S:11]([C:6]2[C:5]3[CH:4]=[CH:3][N:2]=[CH:1][C:10]=3[CH:9]=[CH:8][CH:7]=2)(=[O:12])=[O:13])[CH2:15][CH2:16]1)=[O:32])[CH3:30])=[O:27])([CH3:23])([CH3:24])[CH3:22], predict the reactants needed to synthesize it. The reactants are: [CH:1]1[C:10]2[CH:9]=[CH:8][CH:7]=[C:6]([S:11]([N:14]3[CH2:20][CH2:19][CH2:18][NH:17][CH2:16][CH2:15]3)(=[O:13])=[O:12])[C:5]=2[CH:4]=[CH:3][N:2]=1.[C:21]([O:25][C:26]([NH:28][C@H:29]([C:31](O)=[O:32])[CH3:30])=[O:27])([CH3:24])([CH3:23])[CH3:22]. (3) Given the product [CH3:1][C:2]1[CH:7]=[CH:6][C:5]([NH:8][C:9]([C:11]2[CH:16]=[CH:15][N:14]=[C:13]([N:17]3[CH2:22][CH2:21][O:20][CH2:19][CH2:18]3)[CH:12]=2)=[O:10])=[CH:4][C:3]=1[NH:23][C:24](=[O:35])[C:25]1[CH:30]=[CH:29][CH:28]=[C:27]([N:41]([CH2:40][CH2:39][CH2:38][N:37]([CH3:43])[CH3:36])[CH3:42])[C:26]=1[N+:32]([O-:34])=[O:33], predict the reactants needed to synthesize it. The reactants are: [CH3:1][C:2]1[CH:7]=[CH:6][C:5]([NH:8][C:9]([C:11]2[CH:16]=[CH:15][N:14]=[C:13]([N:17]3[CH2:22][CH2:21][O:20][CH2:19][CH2:18]3)[CH:12]=2)=[O:10])=[CH:4][C:3]=1[NH:23][C:24](=[O:35])[C:25]1[CH:30]=[CH:29][CH:28]=[C:27](Cl)[C:26]=1[N+:32]([O-:34])=[O:33].[CH3:36][N:37]([CH3:43])[CH2:38][CH2:39][CH2:40][NH:41][CH3:42]. (4) Given the product [C:1]1([C:7]2[CH:11]=[C:10]([C:12]3[CH:17]=[CH:16][CH:15]=[CH:14][CH:13]=3)[N:9]([CH2:21][C:22]3[CH:31]=[CH:30][C:25]([C:26]([O:28][CH3:29])=[O:27])=[CH:24][C:23]=3[O:32][CH:33]([CH3:35])[CH3:34])[N:8]=2)[CH:6]=[CH:5][CH:4]=[CH:3][CH:2]=1, predict the reactants needed to synthesize it. The reactants are: [C:1]1([C:7]2[CH:11]=[C:10]([C:12]3[CH:17]=[CH:16][CH:15]=[CH:14][CH:13]=3)[NH:9][N:8]=2)[CH:6]=[CH:5][CH:4]=[CH:3][CH:2]=1.[H-].[Na+].Br[CH2:21][C:22]1[CH:31]=[CH:30][C:25]([C:26]([O:28][CH3:29])=[O:27])=[CH:24][C:23]=1[O:32][CH:33]([CH3:35])[CH3:34].[I-].[Na+]. (5) Given the product [CH3:4][N:18]1[C:19]2[C:24](=[CH:23][CH:22]=[C:21]([C:25]([O:27][CH3:28])=[O:26])[CH:20]=2)[C:16]([C:10]2[CH:11]=[CH:12][CH:13]=[CH:14][CH:15]=2)=[CH:17]1, predict the reactants needed to synthesize it. The reactants are: [H-].[Na+].O[C:4](C(F)(F)F)=O.[C:10]1([C:16]2[C:24]3[C:19](=[CH:20][C:21]([C:25]([O:27][CH3:28])=[O:26])=[CH:22][CH:23]=3)[NH:18][CH:17]=2)[CH:15]=[CH:14][CH:13]=[CH:12][CH:11]=1.CI.O.